From a dataset of Full USPTO retrosynthesis dataset with 1.9M reactions from patents (1976-2016). Predict the reactants needed to synthesize the given product. (1) Given the product [CH3:19][O:20][C:21](=[O:33])[CH2:22][C@H:23]1[C:27]2[CH:28]=[CH:29][C:30]([O:17][C@H:12]3[C:13]4[C:9](=[C:8]([C@H:3]5[C:2]([CH3:18])([CH3:1])[CH2:7][CH2:6][CH2:5][O:4]5)[CH:16]=[CH:15][CH:14]=4)[CH2:10][CH2:11]3)=[CH:31][C:26]=2[O:25][CH2:24]1, predict the reactants needed to synthesize it. The reactants are: [CH3:1][C:2]1([CH3:18])[CH2:7][CH2:6][CH2:5][O:4][C@H:3]1[C:8]1[CH:16]=[CH:15][CH:14]=[C:13]2[C:9]=1[CH2:10][CH2:11][C@@H:12]2[OH:17].[CH3:19][O:20][C:21](=[O:33])[CH2:22][C@H:23]1[C:27]2[CH:28]=[CH:29][C:30](O)=[CH:31][C:26]=2[O:25][CH2:24]1. (2) Given the product [CH2:3]([C:5]([S:30][CH2:31][CH2:32][CH2:33][CH2:34]/[CH:35]=[CH:36]\[CH2:37]/[CH:38]=[CH:39]\[CH2:40]/[CH:41]=[CH:42]\[CH2:43]/[CH:44]=[CH:45]\[CH2:46]/[CH:47]=[CH:48]\[CH2:49][CH3:50])([CH2:28][CH3:29])[C:6]([NH:8][C@@H:9]([CH2:24][CH:25]([CH3:27])[CH3:26])[C:10]([NH:12][C:13]1[CH:14]=[CH:15][C:16]([OH:23])=[C:17]([CH:22]=1)[C:18]([OH:20])=[O:19])=[O:11])=[O:7])[CH3:4], predict the reactants needed to synthesize it. The reactants are: [OH-].[Na+].[CH2:3]([C:5]([S:30][CH2:31][CH2:32][CH2:33][CH2:34]/[CH:35]=[CH:36]\[CH2:37]/[CH:38]=[CH:39]\[CH2:40]/[CH:41]=[CH:42]\[CH2:43]/[CH:44]=[CH:45]\[CH2:46]/[CH:47]=[CH:48]\[CH2:49][CH3:50])([CH2:28][CH3:29])[C:6]([NH:8][C@@H:9]([CH2:24][CH:25]([CH3:27])[CH3:26])[C:10]([NH:12][C:13]1[CH:14]=[CH:15][C:16]([OH:23])=[C:17]([CH:22]=1)[C:18]([O:20]C)=[O:19])=[O:11])=[O:7])[CH3:4].Cl. (3) Given the product [C:3]([O:13][CH2:29][CH2:30][CH2:31][C:32]([O:27][C:21]1([CH2:19][CH3:20])[CH2:26][CH2:25][CH2:24][CH2:23][CH2:22]1)=[O:33])(=[O:17])[C:10]([CH3:11])=[CH2:9], predict the reactants needed to synthesize it. The reactants are: C([C:3]1([OH:13])[CH:10]2[CH2:11]C3CC(CC1C3)[CH2:9]2)C.ClCC(Cl)=[O:17].[CH2:19]([C:21]1([OH:27])[CH2:26][CH2:25][CH2:24][CH2:23][CH2:22]1)[CH3:20].Cl[CH2:29][CH2:30][CH2:31][C:32](Cl)=[O:33].